This data is from Full USPTO retrosynthesis dataset with 1.9M reactions from patents (1976-2016). The task is: Predict the reactants needed to synthesize the given product. (1) The reactants are: [I:1][C:2]1[CH:11]=[CH:10][CH:9]=[C:8]2[C:3]=1[CH2:4][CH2:5][NH:6][CH:7]2[CH2:12][C:13]([O:15][CH2:16][CH3:17])=[O:14].[NH:18]([C:23]([O:25][C:26]([CH3:29])([CH3:28])[CH3:27])=[O:24])[CH2:19][C:20](O)=[O:21].CCN(CC)CC.C(P1(=O)OP(CCC)(=O)OP(CCC)(=O)O1)CC.CN(C=O)C.C([O-])(O)=O.[Na+]. Given the product [C:26]([O:25][C:23]([NH:18][CH2:19][C:20]([N:6]1[CH2:5][CH2:4][C:3]2[C:8](=[CH:9][CH:10]=[CH:11][C:2]=2[I:1])[CH:7]1[CH2:12][C:13]([O:15][CH2:16][CH3:17])=[O:14])=[O:21])=[O:24])([CH3:29])([CH3:28])[CH3:27], predict the reactants needed to synthesize it. (2) Given the product [C:19]1([P:25]2(=[O:30])[C:6]3[CH2:7][CH2:8][C:1]2=[CH:2][CH:3]=[CH:4][CH:5]=3)[CH:24]=[CH:23][CH:22]=[CH:21][CH:20]=1.[PH3:25], predict the reactants needed to synthesize it. The reactants are: [CH:1]1[CH:8]=[CH:7][CH:6]=[CH:5][CH:4]=[CH:3][CH:2]=1.[Li].[Li].C1C=CC=CC=CC=1.[C:19]1([P:25](Cl)Cl)[CH:24]=[CH:23][CH:22]=[CH:21][CH:20]=1.C([O:30]CC)C. (3) Given the product [CH2:1]([C:6]1[C:10]2[CH:11]=[CH:12][CH:13]=[CH:14][C:9]=2[O:8][C:7]=1[C:15]1[CH:16]=[C:17]2[C:22](=[CH:23][CH:24]=1)[N:21]=[C:20]([C:25]([F:28])([F:26])[F:27])[CH:19]=[C:18]2[O:29][CH2:31][C:32]#[N:33])[CH2:2][CH2:3][CH2:4][CH3:5], predict the reactants needed to synthesize it. The reactants are: [CH2:1]([C:6]1[C:10]2[CH:11]=[CH:12][CH:13]=[CH:14][C:9]=2[O:8][C:7]=1[C:15]1[CH:16]=[C:17]2[C:22](=[CH:23][CH:24]=1)[N:21]=[C:20]([C:25]([F:28])([F:27])[F:26])[CH:19]=[C:18]2[OH:29])[CH2:2][CH2:3][CH2:4][CH3:5].Br[CH2:31][C:32]#[N:33]. (4) Given the product [C:23]([C:25]1[CH:30]=[CH:29][CH:28]=[CH:27][C:26]=1[O:31][C:2]1[N:7]=[CH:6][N:5]=[C:4]([O:8][C:9]2[CH:14]=[CH:13][CH:12]=[CH:11][C:10]=2/[C:15](=[CH:20]\[O:21][CH3:22])/[C:16]([O:18][CH3:19])=[O:17])[CH:3]=1)#[N:24], predict the reactants needed to synthesize it. The reactants are: Cl[C:2]1[N:7]=[CH:6][N:5]=[C:4]([O:8][C:9]2[CH:14]=[CH:13][CH:12]=[CH:11][C:10]=2/[C:15](=[CH:20]\[O:21][CH3:22])/[C:16]([O:18][CH3:19])=[O:17])[CH:3]=1.[C:23]([C:25]1[CH:30]=[CH:29][CH:28]=[CH:27][C:26]=1[OH:31])#[N:24].C(=O)([O-])[O-].[K+].[K+].C1N2CCN(CC2)C1. (5) Given the product [CH3:16][C:17]1[CH:18]=[C:19]([C:23]2[N:24]=[C:25]([N:28]3[CH2:33][CH2:32][N:31]([C:8]([NH:7][C:3]4[CH:2]=[N:1][CH:6]=[CH:5][CH:4]=4)=[O:15])[CH2:30][CH2:29]3)[S:26][CH:27]=2)[CH:20]=[CH:21][CH:22]=1, predict the reactants needed to synthesize it. The reactants are: [N:1]1[CH:6]=[CH:5][CH:4]=[C:3]([NH:7][C:8](=[O:15])OCC(Cl)(Cl)Cl)[CH:2]=1.[CH3:16][C:17]1[CH:18]=[C:19]([C:23]2[N:24]=[C:25]([N:28]3[CH2:33][CH2:32][NH:31][CH2:30][CH2:29]3)[S:26][CH:27]=2)[CH:20]=[CH:21][CH:22]=1.C(N(C(C)C)CC)(C)C.O. (6) Given the product [O:1]=[C:2]1[C:7]([CH2:8][C:9]2[CH:14]=[CH:13][C:12]([C:15]3[C:16]([C:21]#[N:22])=[CH:17][CH:18]=[CH:19][CH:20]=3)=[CH:11][CH:10]=2)=[C:6]([CH2:23][CH2:24][CH3:25])[N:5]2[N:26]=[CH:27][N:28]=[C:4]2[N:3]1[C@H:29]1[CH2:30][CH2:31][C@H:32]([O:35][CH2:36][CH:37]([OH:38])[C:41]([F:44])([F:43])[F:42])[CH2:33][CH2:34]1, predict the reactants needed to synthesize it. The reactants are: [O:1]=[C:2]1[C:7]([CH2:8][C:9]2[CH:14]=[CH:13][C:12]([C:15]3[C:16]([C:21]#[N:22])=[CH:17][CH:18]=[CH:19][CH:20]=3)=[CH:11][CH:10]=2)=[C:6]([CH2:23][CH2:24][CH3:25])[N:5]2[N:26]=[CH:27][N:28]=[C:4]2[N:3]1[C@H:29]1[CH2:34][CH2:33][C@H:32]([O:35][CH2:36][CH:37]=[O:38])[CH2:31][CH2:30]1.C[Si](C)(C)[C:41]([F:44])([F:43])[F:42].[F-].C([N+](CCCC)(CCCC)CCCC)CCC.Cl.